Dataset: Reaction yield outcomes from USPTO patents with 853,638 reactions. Task: Predict the reaction yield, written as a fraction of the theoretical maximum amount of product (1.0 means a 100% yield; for example, 0.34 means a 34% yield). (1) The reactants are [CH3:1][C:2]1[C:6]([CH2:7][CH2:8][CH2:9][OH:10])=[CH:5][N:4]([C:11]2[CH:16]=[CH:15][C:14]([C:17]([F:20])([F:19])[F:18])=[CH:13][N:12]=2)[N:3]=1.O[C:22]1[CH:23]=[C:24]([CH:34]=[CH:35][CH:36]=1)[O:25][C:26]([CH3:33])([CH3:32])[C:27]([O:29]CC)=[O:28].C(P(CCCC)CCCC)CCC.N(C(N1CCCCC1)=O)=NC(N1CCCCC1)=O. The catalyst is O1CCCC1. The product is [CH3:33][C:26]([O:25][C:24]1[CH:34]=[CH:35][CH:36]=[C:22]([O:10][CH2:9][CH2:8][CH2:7][C:6]2[C:2]([CH3:1])=[N:3][N:4]([C:11]3[CH:16]=[CH:15][C:14]([C:17]([F:19])([F:20])[F:18])=[CH:13][N:12]=3)[CH:5]=2)[CH:23]=1)([CH3:32])[C:27]([OH:29])=[O:28]. The yield is 0.760. (2) The reactants are [CH2:1]([C:5]1[N:6]=[C:7]([CH2:27][CH2:28][CH3:29])[NH:8][C:9](=[O:26])[C:10]=1[CH2:11][C:12]1[CH:17]=[CH:16][C:15]([C:18]2[C:19]([C:24]#[N:25])=[CH:20][CH:21]=[CH:22][CH:23]=2)=[CH:14][CH:13]=1)[CH2:2][CH2:3][CH3:4].[O:30]1[C:34]2[CH:35]=[CH:36][C:37](B(O)O)=[CH:38][C:33]=2[CH2:32][CH2:31]1.N1C=CC=CC=1.C(N(CC)CC)C. The catalyst is C(OCC)(=O)C.C([O-])(=O)C.[Cu+2].C([O-])(=O)C.ClCCl. The product is [CH2:1]([C:5]1[N:6]=[C:7]([CH2:27][CH2:28][CH3:29])[N:8]([C:37]2[CH:36]=[CH:35][C:34]3[O:30][CH2:31][CH2:32][C:33]=3[CH:38]=2)[C:9](=[O:26])[C:10]=1[CH2:11][C:12]1[CH:17]=[CH:16][C:15]([C:18]2[C:19]([C:24]#[N:25])=[CH:20][CH:21]=[CH:22][CH:23]=2)=[CH:14][CH:13]=1)[CH2:2][CH2:3][CH3:4]. The yield is 0.790. (3) The catalyst is CN(C=O)C. The product is [CH3:1][C@H:2]1[O:7][C@@H:6]([CH3:8])[CH2:5][N:4]([CH2:9][C@@H:10]([OH:29])[CH2:11][O:12][C:13]2[CH:14]=[CH:15][C:16]3[C:17]4[N:18]([CH2:26][CH2:27][N:28]=4)[C:19]([NH:25][C:30]([C:31]4[CH:32]=[N:33][CH:34]=[CH:35][CH:36]=4)=[O:37])=[N:20][C:21]=3[C:22]=2[O:23][CH3:24])[CH2:3]1. The yield is 0.640. The reactants are [CH3:1][C@H:2]1[O:7][C@@H:6]([CH3:8])[CH2:5][N:4]([CH2:9][C@@H:10]([OH:29])[CH2:11][O:12][C:13]2[CH:14]=[CH:15][C:16]3[C:17]4[N:18]([CH2:26][CH2:27][N:28]=4)[C:19]([NH2:25])=[N:20][C:21]=3[C:22]=2[O:23][CH3:24])[CH2:3]1.[C:30](O)(=[O:37])[C:31]1[CH:36]=[CH:35][CH:34]=[N:33][CH:32]=1.C1CN([P+](ON2N=NC3C=CC=CC2=3)(N2CCCC2)N2CCCC2)CC1.F[P-](F)(F)(F)(F)F.C(N(CC)C(C)C)(C)C. (4) The reactants are [C:1]([CH2:3][C:4]1[CH:5]=[C:6]([CH:11]=[CH:12][CH:13]=1)[C:7]([O:9][CH3:10])=[O:8])#[N:2].[H-].[Na+].Br[CH2:17][CH2:18][CH2:19]Br. The catalyst is CS(C)=O. The product is [C:1]([C:3]1([C:4]2[CH:5]=[C:6]([CH:11]=[CH:12][CH:13]=2)[C:7]([O:9][CH3:10])=[O:8])[CH2:19][CH2:18][CH2:17]1)#[N:2]. The yield is 0.420. (5) The reactants are [CH:1]([C@@H:4]1[CH2:8][O:7][C:6](=[O:9])[NH:5]1)([CH3:3])[CH3:2].[Li]CCCC.[Cl:15][C:16]1[CH:21]=[CH:20][C:19]([CH2:22][C:23](Cl)=[O:24])=[CH:18][CH:17]=1. The catalyst is C1COCC1. The product is [Cl:15][C:16]1[CH:21]=[CH:20][C:19]([CH2:22][C:23]([N:5]2[C@H:4]([CH:1]([CH3:3])[CH3:2])[CH2:8][O:7][C:6]2=[O:9])=[O:24])=[CH:18][CH:17]=1. The yield is 0.560.